From a dataset of Peptide-MHC class II binding affinity with 134,281 pairs from IEDB. Regression. Given a peptide amino acid sequence and an MHC pseudo amino acid sequence, predict their binding affinity value. This is MHC class II binding data. The peptide sequence is YLEDARRLKAIYEKKK. The MHC is DRB1_0101 with pseudo-sequence DRB1_0101. The binding affinity (normalized) is 0.425.